From a dataset of Forward reaction prediction with 1.9M reactions from USPTO patents (1976-2016). Predict the product of the given reaction. (1) Given the reactants [F:1][C:2]1[CH:3]=[CH:4][C:5]([CH3:11])=[C:6]([N:8]=[C:9]=[S:10])[CH:7]=1.[CH2:12]([NH2:14])[CH3:13], predict the reaction product. The product is: [F:1][C:2]1[CH:3]=[CH:4][C:5]([CH3:11])=[C:6]([NH:8][C:9]([NH:14][CH2:12][CH3:13])=[S:10])[CH:7]=1. (2) Given the reactants [Cl:1][C:2]1[CH:25]=[CH:24][CH:23]=[CH:22][C:3]=1[CH:4]([O:12][CH:13]1[CH2:18][CH2:17][N:16]([C:19](Cl)=[O:20])[CH2:15][CH2:14]1)[C:5]1[CH:10]=[CH:9][C:8]([Cl:11])=[CH:7][CH:6]=1.[NH:26]1[CH2:31][CH2:30][CH2:29][CH2:28][CH2:27]1.C(N(CC)CC)C, predict the reaction product. The product is: [N:26]1([C:19]([N:16]2[CH2:17][CH2:18][CH:13]([O:12][CH:4]([C:5]3[CH:10]=[CH:9][C:8]([Cl:11])=[CH:7][CH:6]=3)[C:3]3[CH:22]=[CH:23][CH:24]=[CH:25][C:2]=3[Cl:1])[CH2:14][CH2:15]2)=[O:20])[CH2:31][CH2:30][CH2:29][CH2:28][CH2:27]1. (3) Given the reactants [C:1]([O:14][CH2:15][C:16]1[CH:21]=[CH:20][CH:19]=[CH:18][CH:17]=1)(=[O:13])[CH2:2][C:3]([O:5][CH2:6][C:7]1[CH:12]=[CH:11][CH:10]=[CH:9][CH:8]=1)=[O:4].[H-].[Na+].[H][H].Cl[C:27]1[CH:32]=[CH:31][C:30]([N+:33]([O-:35])=[O:34])=[CH:29][N:28]=1.Cl, predict the reaction product. The product is: [N+:33]([C:30]1[CH:31]=[CH:32][C:27]([CH:2]([C:1]([O:14][CH2:15][C:16]2[CH:17]=[CH:18][CH:19]=[CH:20][CH:21]=2)=[O:13])[C:3]([O:5][CH2:6][C:7]2[CH:12]=[CH:11][CH:10]=[CH:9][CH:8]=2)=[O:4])=[N:28][CH:29]=1)([O-:35])=[O:34]. (4) The product is: [F:20][C:21]1[CH:28]=[CH:27][C:24]([CH2:25][N:4]2[CH2:3][CH2:2][N:1]([C:7]3[CH:8]=[CH:9][C:10]4[N:11]([C:13]([C:16]([F:18])([F:17])[F:19])=[N:14][N:15]=4)[CH:12]=3)[CH2:6][CH2:5]2)=[CH:23][CH:22]=1. Given the reactants [N:1]1([C:7]2[CH:8]=[CH:9][C:10]3[N:11]([C:13]([C:16]([F:19])([F:18])[F:17])=[N:14][N:15]=3)[CH:12]=2)[CH2:6][CH2:5][NH:4][CH2:3][CH2:2]1.[F:20][C:21]1[CH:28]=[CH:27][C:24]([CH:25]=O)=[CH:23][CH:22]=1, predict the reaction product. (5) The product is: [CH2:1]([NH:3][C:4]([NH:5][C:6]1[N:11]=[CH:10][C:9]([C:12]2[CH:17]=[CH:16][N:15]=[C:14]([C:18]([NH:35][NH2:36])=[O:20])[CH:13]=2)=[C:8]([C:22]2[S:23][CH:24]=[C:25]([C:27]3[CH:32]=[CH:31][CH:30]=[CH:29][N:28]=3)[N:26]=2)[CH:7]=1)=[O:33])[CH3:2]. Given the reactants [CH2:1]([NH:3][C:4](=[O:33])[NH:5][C:6]1[N:11]=[CH:10][C:9]([C:12]2[CH:17]=[CH:16][N:15]=[C:14]([C:18]([O:20]C)=O)[CH:13]=2)=[C:8]([C:22]2[S:23][CH:24]=[C:25]([C:27]3[CH:32]=[CH:31][CH:30]=[CH:29][N:28]=3)[N:26]=2)[CH:7]=1)[CH3:2].O.[NH2:35][NH2:36], predict the reaction product. (6) Given the reactants Cl[C:2]1[CH:7]=[C:6]([C:8]([F:11])([F:10])[F:9])[N:5]=[C:4]([C:12]2[CH:17]=[CH:16][N:15]=[CH:14][CH:13]=2)[N:3]=1.[Cl:18][C:19]1[CH:25]=[CH:24][C:23]([O:26][CH3:27])=[CH:22][C:20]=1[NH2:21], predict the reaction product. The product is: [Cl:18][C:19]1[CH:25]=[CH:24][C:23]([O:26][CH3:27])=[CH:22][C:20]=1[NH:21][C:2]1[CH:7]=[C:6]([C:8]([F:11])([F:10])[F:9])[N:5]=[C:4]([C:12]2[CH:17]=[CH:16][N:15]=[CH:14][CH:13]=2)[N:3]=1. (7) Given the reactants [N+:1]([C:4]1[C:12]2[NH:11][C:10](=O)[NH:9][C:8]=2[CH:7]=[C:6]([C:14]([F:17])([F:16])[F:15])[CH:5]=1)([O-:3])=[O:2].O=P(Cl)(Cl)[Cl:20], predict the reaction product. The product is: [Cl:20][C:10]1[NH:9][C:8]2[CH:7]=[C:6]([C:14]([F:17])([F:16])[F:15])[CH:5]=[C:4]([N+:1]([O-:3])=[O:2])[C:12]=2[N:11]=1. (8) Given the reactants Br[CH2:2][CH2:3][CH2:4][O:5][C:6]1[CH:15]=[C:14]2[C:9]([C:10]([O:16][C:17]3[C:18]([F:27])=[C:19]4[C:23](=[CH:24][CH:25]=3)[NH:22][C:21]([CH3:26])=[CH:20]4)=[N:11][CH:12]=[N:13]2)=[CH:8][C:7]=1[O:28][CH3:29].[C:30]([N:33]1[CH2:38][CH2:37][NH:36][CH2:35][CH2:34]1)(=[O:32])[CH3:31], predict the reaction product. The product is: [C:30]([N:33]1[CH2:38][CH2:37][N:36]([CH2:2][CH2:3][CH2:4][O:5][C:6]2[CH:15]=[C:14]3[C:9]([C:10]([O:16][C:17]4[C:18]([F:27])=[C:19]5[C:23](=[CH:24][CH:25]=4)[NH:22][C:21]([CH3:26])=[CH:20]5)=[N:11][CH:12]=[N:13]3)=[CH:8][C:7]=2[O:28][CH3:29])[CH2:35][CH2:34]1)(=[O:32])[CH3:31]. (9) Given the reactants [F:1][C:2]1[CH:3]=[CH:4][C:5]2[N:9]=[CH:8][N:7]([CH2:10][C:11]([OH:13])=O)[C:6]=2[C:14]=1[F:15].Cl.[NH2:17][CH:18]([C:20]1[CH:25]=[CH:24][C:23]([C:26]([CH3:30])([CH3:29])[C:27]#[N:28])=[C:22]([F:31])[CH:21]=1)[CH3:19].CCN(CC)CC.CN(C(ON1N=NC2C=CC=NC1=2)=[N+](C)C)C.F[P-](F)(F)(F)(F)F, predict the reaction product. The product is: [C:27]([C:26]([C:23]1[CH:24]=[CH:25][C:20]([CH:18]([NH:17][C:11](=[O:13])[CH2:10][N:7]2[C:6]3[C:14]([F:15])=[C:2]([F:1])[CH:3]=[CH:4][C:5]=3[N:9]=[CH:8]2)[CH3:19])=[CH:21][C:22]=1[F:31])([CH3:29])[CH3:30])#[N:28].